From a dataset of Reaction yield outcomes from USPTO patents with 853,638 reactions. Predict the reaction yield, written as a fraction of the theoretical maximum amount of product (1.0 means a 100% yield; for example, 0.34 means a 34% yield). (1) The product is [Br:8][C:5]1[N:6]=[C:7]([CH:11]=[O:14])[C:2]([N:19]([CH:20]2[CH2:25][CH2:24][CH2:23][CH2:22][CH2:21]2)[CH2:17][CH3:18])=[N:3][CH:4]=1. The catalyst is C1(C)C=CC=CC=1. The reactants are Br[C:2]1(C=O)[CH:7]=[N:6][C:5]([Br:8])=[CH:4][NH:3]1.[C:11]([O-:14])([O-])=O.[K+].[K+].[CH2:17]([NH:19][CH:20]1[CH2:25][CH2:24][CH2:23][CH2:22][CH2:21]1)[CH3:18]. The yield is 0.230. (2) The reactants are Cl[C:2]1[N:3]=[C:4]([N:21]2[CH2:26][CH2:25][O:24][CH2:23][CH2:22]2)[C:5]2[S:10][C:9]([CH2:11][N:12]3[CH2:17][CH2:16][CH:15]([N:18]([CH3:20])[CH3:19])[CH2:14][CH2:13]3)=[CH:8][C:6]=2[N:7]=1.[CH:27]1[C:36]2[CH:35]=[CH:34][CH:33]=[C:32](B(O)O)[C:31]=2[CH:30]=[CH:29][N:28]=1.C(=O)([O-])[O-].[Na+].[Na+]. The catalyst is C(#N)C. The product is [CH:27]1[C:36]2[C:31](=[C:32]([C:2]3[N:3]=[C:4]([N:21]4[CH2:26][CH2:25][O:24][CH2:23][CH2:22]4)[C:5]4[S:10][C:9]([CH2:11][N:12]5[CH2:17][CH2:16][CH:15]([N:18]([CH3:20])[CH3:19])[CH2:14][CH2:13]5)=[CH:8][C:6]=4[N:7]=3)[CH:33]=[CH:34][CH:35]=2)[CH:30]=[CH:29][N:28]=1. The yield is 0.500. (3) The reactants are Br[CH2:2][C:3]1[CH:12]=[CH:11][CH:10]=[C:9]([N+:13]([O-:15])=[O:14])[C:4]=1[C:5]([O:7]C)=O.C([O-])([O-])=O.[K+].[K+].Cl.Cl.[N:24]1[C:33]2[C:28](=[CH:29][CH:30]=[CH:31][CH:32]=2)[CH:27]=[CH:26][C:25]=1[CH2:34][CH2:35][NH2:36]. The catalyst is C(#N)C. The product is [N+:13]([C:9]1[CH:10]=[CH:11][CH:12]=[C:3]2[C:4]=1[C:5](=[O:7])[N:36]([CH2:35][CH2:34][C:25]1[CH:26]=[CH:27][C:28]3[C:33](=[CH:32][CH:31]=[CH:30][CH:29]=3)[N:24]=1)[CH2:2]2)([O-:15])=[O:14]. The yield is 0.580. (4) The reactants are Br[C:2]1[CH:7]=[CH:6][C:5]([O:8][CH2:9][CH2:10][C@@H:11]([CH3:18])[CH2:12][CH2:13][CH:14]=[C:15]([CH3:17])[CH3:16])=[CH:4][CH:3]=1.[B:19](OC)([O:22]C)[O:20]C.Cl. The catalyst is O1CCCC1. The product is [CH3:18][C@@H:11]([CH2:12][CH2:13][CH:14]=[C:15]([CH3:17])[CH3:16])[CH2:10][CH2:9][O:8][C:5]1[CH:6]=[CH:7][C:2]([B:19]([OH:22])[OH:20])=[CH:3][CH:4]=1. The yield is 0.650.